From a dataset of Reaction yield outcomes from USPTO patents with 853,638 reactions. Predict the reaction yield, written as a fraction of the theoretical maximum amount of product (1.0 means a 100% yield; for example, 0.34 means a 34% yield). The reactants are [F:1][C:2]1[CH:16]=[C:15](B2OC(C)(C)C(C)(C)O2)[CH:14]=[CH:13][C:3]=1[O:4][C:5]1[C:6]([CH3:12])=[N:7][C:8]([CH3:11])=[CH:9][CH:10]=1.C([O-])(O)=O.[Na+].Br[C:32]1[CH:37]=[CH:36][N:35]([CH2:38][CH:39]2[CH2:41][CH2:40]2)[C:34](=[O:42])[C:33]=1[C:43]#[N:44]. The catalyst is O1CCOCC1.C1C=CC([P]([Pd]([P](C2C=CC=CC=2)(C2C=CC=CC=2)C2C=CC=CC=2)([P](C2C=CC=CC=2)(C2C=CC=CC=2)C2C=CC=CC=2)[P](C2C=CC=CC=2)(C2C=CC=CC=2)C2C=CC=CC=2)(C2C=CC=CC=2)C2C=CC=CC=2)=CC=1. The product is [CH:39]1([CH2:38][N:35]2[CH:36]=[CH:37][C:32]([C:15]3[CH:14]=[CH:13][C:3]([O:4][C:5]4[C:6]([CH3:12])=[N:7][C:8]([CH3:11])=[CH:9][CH:10]=4)=[C:2]([F:1])[CH:16]=3)=[C:33]([C:43]#[N:44])[C:34]2=[O:42])[CH2:40][CH2:41]1. The yield is 0.580.